This data is from Full USPTO retrosynthesis dataset with 1.9M reactions from patents (1976-2016). The task is: Predict the reactants needed to synthesize the given product. (1) Given the product [O:1]1[C:6]2[CH:7]=[CH:8][C:9]([C:11](=[O:13])[CH2:12][C:18](=[O:19])[C:17]([F:24])([F:23])[F:16])=[CH:10][C:5]=2[CH2:4][CH2:3][CH2:2]1, predict the reactants needed to synthesize it. The reactants are: [O:1]1[C:6]2[CH:7]=[CH:8][C:9]([C:11](=[O:13])[CH3:12])=[CH:10][C:5]=2[CH2:4][CH2:3][CH2:2]1.[H-].[Na+].[F:16][C:17]([F:24])([F:23])[C:18](OCC)=[O:19].O. (2) The reactants are: [Cl:1][C:2]1[CH:3]=[CH:4][C:5]([CH2:8][O:9][C:10]2[CH:15]=[CH:14][N:13]([C:16]3[CH:17]=[N:18][C:19](F)=[CH:20][CH:21]=3)[C:12](=[O:23])[CH:11]=2)=[N:6][CH:7]=1.[N:24]1([CH2:30][CH2:31][NH:32][C:33](=[O:39])[O:34][C:35]([CH3:38])([CH3:37])[CH3:36])[CH2:29][CH2:28][NH:27][CH2:26][CH2:25]1.C([O-])([O-])=O.[K+].[K+]. Given the product [Cl:1][C:2]1[CH:3]=[CH:4][C:5]([CH2:8][O:9][C:10]2[CH:15]=[CH:14][N:13]([C:16]3[CH:17]=[N:18][C:19]([N:27]4[CH2:26][CH2:25][N:24]([CH2:30][CH2:31][NH:32][C:33]([O:34][C:35]([CH3:38])([CH3:37])[CH3:36])=[O:39])[CH2:29][CH2:28]4)=[CH:20][CH:21]=3)[C:12](=[O:23])[CH:11]=2)=[N:6][CH:7]=1, predict the reactants needed to synthesize it. (3) Given the product [F:2][C:3]([F:18])([F:17])[C:4]([C:6]1[CH:11]=[C:10]([C:12]([F:15])([F:14])[F:13])[CH:9]=[C:8]([F:16])[CH:7]=1)=[N:20][OH:1], predict the reactants needed to synthesize it. The reactants are: [OH2:1].[F:2][C:3]([F:18])([F:17])[C:4]([C:6]1[CH:11]=[C:10]([C:12]([F:15])([F:14])[F:13])[CH:9]=[C:8]([F:16])[CH:7]=1)=O.O.[N:20]1C=CC=CC=1. (4) Given the product [C:13]([NH:1][C:2]1[CH:3]=[C:4]([CH:8]=[CH:9][C:10]=1[CH3:11])[C:5]([OH:7])=[O:6])(=[O:14])[CH3:12], predict the reactants needed to synthesize it. The reactants are: [NH2:1][C:2]1[CH:3]=[C:4]([CH:8]=[CH:9][C:10]=1[CH3:11])[C:5]([OH:7])=[O:6].[CH3:12][C:13](OC(C)=O)=[O:14]. (5) Given the product [Cl:15][C:4]1[C:5]([CH3:14])=[C:6]([NH:8][C@@H:9]2[CH2:13][CH2:12][O:11][CH2:10]2)[N:7]=[C:2]([C:27]2[CH:28]=[C:23]([OH:22])[CH:24]=[CH:25][CH:26]=2)[N:3]=1, predict the reactants needed to synthesize it. The reactants are: Cl[C:2]1[N:7]=[C:6]([NH:8][C@@H:9]2[CH2:13][CH2:12][O:11][CH2:10]2)[C:5]([CH3:14])=[C:4]([Cl:15])[N:3]=1.C([O-])([O-])=O.[Na+].[Na+].[OH:22][C:23]1[CH:24]=[C:25](B(O)O)[CH:26]=[CH:27][CH:28]=1.